Dataset: Full USPTO retrosynthesis dataset with 1.9M reactions from patents (1976-2016). Task: Predict the reactants needed to synthesize the given product. (1) Given the product [CH3:1][C:2]1[N:7]=[C:6]2[S:8][C:9]3[CH2:14][CH2:13][CH2:12][CH2:11][C:10]=3[C:5]2=[C:4]([C:15]2[CH:16]=[C:17]([CH3:21])[CH:18]=[CH:19][CH:20]=2)[C:3]=1[CH:22]([CH2:38][CH2:37][CH3:41])[C:23]([O:25][CH3:26])=[O:24], predict the reactants needed to synthesize it. The reactants are: [CH3:1][C:2]1[N:7]=[C:6]2[S:8][C:9]3[CH2:14][CH2:13][CH2:12][CH2:11][C:10]=3[C:5]2=[C:4]([C:15]2[CH:16]=[C:17]([CH3:21])[CH:18]=[CH:19][CH:20]=2)[C:3]=1[CH2:22][C:23]([O:25][CH3:26])=[O:24].[Li+].C[Si]([N-][Si](C)(C)C)(C)C.[CH2:37]1[CH2:41]OC[CH2:38]1.ICCC. (2) Given the product [OH:23][CH2:12][CH2:13][CH2:14][CH2:15][CH2:16][CH2:17][CH2:18][CH2:19][CH2:20][CH2:21][CH2:22][P:4]([CH2:3][CH:2]([CH3:1])[CH2:7][C:8]([CH3:10])([CH3:9])[CH3:11])(=[O:5])[OH:6], predict the reactants needed to synthesize it. The reactants are: [CH3:1][CH:2]([CH2:7][C:8]([CH3:11])([CH3:10])[CH3:9])[CH2:3][PH:4](=[O:6])[OH:5].[CH2:12]([OH:23])[CH2:13][CH2:14][CH2:15][CH2:16][CH2:17][CH2:18][CH2:19][CH2:20][CH:21]=[CH2:22]. (3) Given the product [Cl:1][C:2]1[CH:7]=[CH:6][C:5]([C:8]2[N:9]([CH2:14][C@H:15]([OH:20])[C:16]([F:18])([F:19])[F:17])[C:10](=[O:13])[N:11]([CH2:22][C:23]3[O:27][C:26]([C:28]4[CH:33]=[CH:32][CH:31]=[CH:30][C:29]=4[Cl:34])=[N:25][CH:24]=3)[N:12]=2)=[CH:4][CH:3]=1, predict the reactants needed to synthesize it. The reactants are: [Cl:1][C:2]1[CH:7]=[CH:6][C:5]([C:8]2[N:9]([CH2:14][C@H:15]([OH:20])[C:16]([F:19])([F:18])[F:17])[C:10](=[O:13])[NH:11][N:12]=2)=[CH:4][CH:3]=1.Br[CH2:22][C:23]1[O:27][C:26]([C:28]2[CH:33]=[CH:32][CH:31]=[CH:30][C:29]=2[Cl:34])=[N:25][CH:24]=1. (4) Given the product [C:1]([O:5][C:6](=[O:41])[NH:7][CH:8]([C:9](=[O:13])[N:10]([CH3:12])[CH3:11])[C:14]1[CH:15]=[CH:16][C:17]([O:20][C:21]2[CH:26]=[CH:25][C:24]([CH2:27][CH2:28][C:29](=[O:40])[NH:30][OH:31])=[CH:23][CH:22]=2)=[CH:18][CH:19]=1)([CH3:2])([CH3:4])[CH3:3], predict the reactants needed to synthesize it. The reactants are: [C:1]([O:5][C:6](=[O:41])[NH:7][CH:8]([C:14]1[CH:19]=[CH:18][C:17]([O:20][C:21]2[CH:26]=[CH:25][C:24]([CH2:27][CH2:28][C:29](=[O:40])[NH:30][O:31]C(=O)C3C=CC=CC=3)=[CH:23][CH:22]=2)=[CH:16][CH:15]=1)[C:9](=[O:13])[N:10]([CH3:12])[CH3:11])([CH3:4])([CH3:3])[CH3:2].[H][H]. (5) Given the product [F:20][C:2]([F:1])([F:19])[C:3]1[CH:4]=[CH:5][C:6]([CH:9]2[C:18]3[C:13](=[CH:14][N:15]=[CH:16][CH:17]=3)[CH2:12][CH2:11][NH:10]2)=[CH:7][CH:8]=1, predict the reactants needed to synthesize it. The reactants are: [F:1][C:2]([F:20])([F:19])[C:3]1[CH:8]=[CH:7][C:6]([C:9]2[C:18]3[C:13](=[CH:14][N:15]=[CH:16][CH:17]=3)[CH2:12][CH2:11][N:10]=2)=[CH:5][CH:4]=1.[BH4-].[Na+]. (6) The reactants are: [Br:1][C:2]1[CH:3]=[C:4]2[C:17](=[CH:18][CH:19]=1)[O:16][C:15]([CH3:21])([CH3:20])[C:11]1([CH2:14][O:13][CH2:12]1)[C@@:5]12[CH2:9][O:8][C:7]([NH2:10])=[N:6]1.[C:22](O[C:22]([O:24][C:25]([CH3:28])([CH3:27])[CH3:26])=[O:23])([O:24][C:25]([CH3:28])([CH3:27])[CH3:26])=[O:23]. Given the product [Br:1][C:2]1[CH:3]=[C:4]2[C:17](=[CH:18][CH:19]=1)[O:16][C:15]([CH3:21])([CH3:20])[C:11]1([CH2:12][O:13][CH2:14]1)[C@@:5]12[CH2:9][O:8][C:7]([N:10]([C:22]([O:24][C:25]([CH3:28])([CH3:27])[CH3:26])=[O:23])[C:22]([O:24][C:25]([CH3:28])([CH3:27])[CH3:26])=[O:23])=[N:6]1, predict the reactants needed to synthesize it. (7) Given the product [CH3:4][O:5][CH2:6][CH2:7][O:8][C:9]1[CH:14]=[CH:13][C:12]([C:15](=[N:2][OH:3])[CH2:16][CH3:17])=[CH:11][CH:10]=1, predict the reactants needed to synthesize it. The reactants are: Cl.[NH2:2][OH:3].[CH3:4][O:5][CH2:6][CH2:7][O:8][C:9]1[CH:14]=[CH:13][C:12]([C:15](=O)[CH2:16][CH3:17])=[CH:11][CH:10]=1.N1C=CC=CC=1.